Predict the reactants needed to synthesize the given product. From a dataset of Full USPTO retrosynthesis dataset with 1.9M reactions from patents (1976-2016). (1) Given the product [NH2:13][C:4]1[CH:5]=[C:6]2[C:10](=[C:2]([F:1])[CH:3]=1)[N:9]([CH3:11])[C:8](=[O:12])[CH2:7]2, predict the reactants needed to synthesize it. The reactants are: [F:1][C:2]1[CH:3]=[C:4]([N+:13]([O-])=O)[CH:5]=[C:6]2[C:10]=1[N:9]([CH3:11])[C:8](=[O:12])[CH2:7]2.[Cl-].[NH4+]. (2) Given the product [CH3:30][O:31][N:32]([CH3:33])[C:23]([CH:20]1[CH2:19][CH2:18][C:17]2([O:13][CH2:14][CH2:15][O:16]2)[CH2:22][CH2:21]1)=[O:25], predict the reactants needed to synthesize it. The reactants are: C1N=CN(C(N2C=NC=C2)=O)C=1.[O:13]1[C:17]2([CH2:22][CH2:21][CH:20]([C:23]([OH:25])=O)[CH2:19][CH2:18]2)[O:16][CH2:15][CH2:14]1.C(=O)=O.Cl.[CH3:30][O:31][NH:32][CH3:33]. (3) The reactants are: [C:1]([C:5]1[N:6]([CH3:23])[C:7](=[O:22])[C:8]2[C:13]([C:14]=1[C:15]1[CH:20]=[CH:19][CH:18]=[CH:17][CH:16]=1)=[CH:12][C:11]([OH:21])=[CH:10][CH:9]=2)([CH3:4])([CH3:3])[CH3:2].C(=O)([O-])[O-].[K+].[K+].C1(N([S:37]([C:40]([F:43])([F:42])[F:41])(=[O:39])=[O:38])[S:37]([C:40]([F:43])([F:42])[F:41])(=[O:39])=[O:38])C=CC=CC=1. Given the product [F:41][C:40]([F:43])([F:42])[S:37]([O:21][C:11]1[CH:12]=[C:13]2[C:8](=[CH:9][CH:10]=1)[C:7](=[O:22])[N:6]([CH3:23])[C:5]([C:1]([CH3:4])([CH3:2])[CH3:3])=[C:14]2[C:15]1[CH:16]=[CH:17][CH:18]=[CH:19][CH:20]=1)(=[O:39])=[O:38], predict the reactants needed to synthesize it. (4) Given the product [NH2:1][C:2]1[CH:7]=[C:6]([CH3:8])[C:5]([N+:9]([O-:11])=[O:10])=[CH:4][N:3]=1, predict the reactants needed to synthesize it. The reactants are: [NH2:1][C:2]1[CH:7]=[C:6]([CH3:8])[CH:5]=[CH:4][N:3]=1.[N+:9]([O-])([OH:11])=[O:10].[OH-].[Na+]. (5) Given the product [CH2:1]([O:8][C:9]1[CH:18]=[CH:17][C:12]([C:13]([O:15][CH3:16])=[O:14])=[C:11]([C:28]([CH3:32])=[CH2:27])[CH:10]=1)[C:2]1[CH:7]=[CH:6][CH:5]=[CH:4][CH:3]=1, predict the reactants needed to synthesize it. The reactants are: [CH2:1]([O:8][C:9]1[CH:18]=[CH:17][C:12]([C:13]([O:15][CH3:16])=[O:14])=[C:11](OS(C(F)(F)F)(=O)=O)[CH:10]=1)[C:2]1[CH:7]=[CH:6][CH:5]=[CH:4][CH:3]=1.[CH3:27][C:28]1(C)[C:32](C)(C)OB(C(C)=C)O1.COC1C=CC=C(OC)C=1C1C=CC=CC=1P(C1CCCCC1)C1CCCCC1.[O-]P([O-])([O-])=O.[K+].[K+].[K+]. (6) Given the product [F:1][C:2]1[CH:3]=[CH:4][C:5]2[N:6]([C:8]([C:11]3[N:16]=[C:15]([NH:17][C@@H:18]4[CH2:23][CH2:22][CH2:21][NH:20][CH2:19]4)[CH:14]=[C:13]([C:31]4[N:35]=[N:34][NH:33][N:32]=4)[N:12]=3)=[CH:9][N:10]=2)[CH:7]=1, predict the reactants needed to synthesize it. The reactants are: [F:1][C:2]1[CH:3]=[CH:4][C:5]2[N:6]([C:8]([C:11]3[N:16]=[C:15]([NH:17][C@@H:18]4[CH2:23][CH2:22][CH2:21][N:20](C(OC(C)(C)C)=O)[CH2:19]4)[CH:14]=[C:13]([C:31]4[N:32]=[N:33][NH:34][N:35]=4)[N:12]=3)=[CH:9][N:10]=2)[CH:7]=1.FC(F)(F)C(O)=O.